From a dataset of Full USPTO retrosynthesis dataset with 1.9M reactions from patents (1976-2016). Predict the reactants needed to synthesize the given product. (1) Given the product [Cl:16][C:2]1[C:11]2[C:6](=[C:7]([F:13])[CH:8]=[C:9]([F:12])[CH:10]=2)[N:5]=[CH:4][CH:3]=1, predict the reactants needed to synthesize it. The reactants are: O[C:2]1[C:11]2[C:6](=[C:7]([F:13])[CH:8]=[C:9]([F:12])[CH:10]=2)[N:5]=[CH:4][CH:3]=1.O=P(Cl)(Cl)[Cl:16]. (2) Given the product [CH2:15]([S:14][CH2:13][CH:5]([CH2:6][CH:7]1[CH2:12][CH2:11][CH2:10][CH2:9][CH2:8]1)[C:4]([OH:22])=[O:3])[C:16]1[CH:21]=[CH:20][CH:19]=[CH:18][CH:17]=1, predict the reactants needed to synthesize it. The reactants are: C([O:3][C:4](=[O:22])[CH:5]([CH2:13][S:14][CH2:15][C:16]1[CH:21]=[CH:20][CH:19]=[CH:18][CH:17]=1)[CH2:6][CH:7]1[CH2:12][CH2:11][CH2:10][CH2:9][CH2:8]1)C.O1CCOCC1.[OH-].[Na+].O. (3) Given the product [F:20][C:21]([F:31])([F:30])[C:22]1[CH:23]=[C:24]([CH:27]=[CH:28][CH:29]=1)[CH:25]=[N:18][NH:19][C:3](=[O:17])[C:4]1[CH:9]=[CH:8][CH:7]=[CH:6][C:5]=1[CH2:10][N:11]1[CH2:12][CH2:13][O:14][CH2:15][CH2:16]1, predict the reactants needed to synthesize it. The reactants are: CO[C:3](=[O:17])[C:4]1[CH:9]=[CH:8][CH:7]=[CH:6][C:5]=1[CH2:10][N:11]1[CH2:16][CH2:15][O:14][CH2:13][CH2:12]1.[NH2:18][NH2:19].[F:20][C:21]([F:31])([F:30])[C:22]1[CH:23]=[C:24]([CH:27]=[CH:28][CH:29]=1)[CH:25]=O. (4) The reactants are: [Cl-].[OH:2][C@H:3]([CH2:7][C:8]1[CH:13]=[CH:12][CH:11]=[CH:10][CH:9]=1)[C@@H:4]([NH3+:6])[CH3:5].[F:14][C:15]1[CH:20]=[CH:19][C:18]([N:21]2[C:29]3[C:24](=[CH:25][C:26](I)=[CH:27][CH:28]=3)[CH:23]=[N:22]2)=[CH:17][CH:16]=1. Given the product [F:14][C:15]1[CH:16]=[CH:17][C:18]([N:21]2[C:29]3[C:24](=[CH:25][C:26]([O:2][C@H:3]([CH2:7][C:8]4[CH:13]=[CH:12][CH:11]=[CH:10][CH:9]=4)[C@@H:4]([NH2:6])[CH3:5])=[CH:27][CH:28]=3)[CH:23]=[N:22]2)=[CH:19][CH:20]=1, predict the reactants needed to synthesize it.